Dataset: NCI-60 drug combinations with 297,098 pairs across 59 cell lines. Task: Regression. Given two drug SMILES strings and cell line genomic features, predict the synergy score measuring deviation from expected non-interaction effect. (1) Drug 1: CCC1(CC2CC(C3=C(CCN(C2)C1)C4=CC=CC=C4N3)(C5=C(C=C6C(=C5)C78CCN9C7C(C=CC9)(C(C(C8N6C=O)(C(=O)OC)O)OC(=O)C)CC)OC)C(=O)OC)O.OS(=O)(=O)O. Drug 2: C1CN(CCN1C(=O)CCBr)C(=O)CCBr. Cell line: COLO 205. Synergy scores: CSS=5.60, Synergy_ZIP=2.82, Synergy_Bliss=8.72, Synergy_Loewe=-4.17, Synergy_HSA=-3.29. (2) Drug 1: CN(CC1=CN=C2C(=N1)C(=NC(=N2)N)N)C3=CC=C(C=C3)C(=O)NC(CCC(=O)O)C(=O)O. Drug 2: CC1CCC2CC(C(=CC=CC=CC(CC(C(=O)C(C(C(=CC(C(=O)CC(OC(=O)C3CCCCN3C(=O)C(=O)C1(O2)O)C(C)CC4CCC(C(C4)OC)O)C)C)O)OC)C)C)C)OC. Cell line: OVCAR-5. Synergy scores: CSS=5.57, Synergy_ZIP=-0.980, Synergy_Bliss=2.36, Synergy_Loewe=-6.12, Synergy_HSA=0.675. (3) Drug 1: C1=CC(=CC=C1CCCC(=O)O)N(CCCl)CCCl. Cell line: NCI-H322M. Synergy scores: CSS=-5.15, Synergy_ZIP=0.935, Synergy_Bliss=-3.33, Synergy_Loewe=-4.31, Synergy_HSA=-5.70. Drug 2: CC1=C(C(CCC1)(C)C)C=CC(=CC=CC(=CC(=O)O)C)C. (4) Drug 1: CC12CCC3C(C1CCC2=O)CC(=C)C4=CC(=O)C=CC34C. Drug 2: B(C(CC(C)C)NC(=O)C(CC1=CC=CC=C1)NC(=O)C2=NC=CN=C2)(O)O. Cell line: HCT-15. Synergy scores: CSS=32.3, Synergy_ZIP=0.818, Synergy_Bliss=-2.05, Synergy_Loewe=-1.47, Synergy_HSA=-1.52. (5) Drug 1: C1=CN(C(=O)N=C1N)C2C(C(C(O2)CO)O)O.Cl. Drug 2: C1CC(C1)(C(=O)O)C(=O)O.[NH2-].[NH2-].[Pt+2]. Cell line: SF-539. Synergy scores: CSS=36.3, Synergy_ZIP=-1.75, Synergy_Bliss=6.60, Synergy_Loewe=-23.1, Synergy_HSA=5.21. (6) Drug 1: C1=CC(=CC=C1C#N)C(C2=CC=C(C=C2)C#N)N3C=NC=N3. Drug 2: CN(CC1=CN=C2C(=N1)C(=NC(=N2)N)N)C3=CC=C(C=C3)C(=O)NC(CCC(=O)O)C(=O)O. Cell line: SK-MEL-28. Synergy scores: CSS=20.0, Synergy_ZIP=6.06, Synergy_Bliss=4.89, Synergy_Loewe=6.02, Synergy_HSA=4.46.